This data is from Reaction yield outcomes from USPTO patents with 853,638 reactions. The task is: Predict the reaction yield, written as a fraction of the theoretical maximum amount of product (1.0 means a 100% yield; for example, 0.34 means a 34% yield). (1) The reactants are [CH3:1][C:2]1[CH:3]=[CH:4][C:5](=[O:9])[NH:6][C:7]=1[CH3:8].[N+:10]([O-])([OH:12])=[O:11]. The catalyst is S(=O)(=O)(O)O. The product is [CH3:1][C:2]1[CH:3]=[C:4]([N+:10]([O-:12])=[O:11])[C:5](=[O:9])[NH:6][C:7]=1[CH3:8]. The yield is 0.615. (2) The reactants are [CH2:1]([O:3][C:4]([C:6]1[S:7][C:8](Br)=[CH:9][CH:10]=1)=[O:5])[CH3:2].C(N(CC)CC)C.[CH3:19][C:20]([CH3:24])([CH3:23])[C:21]#[CH:22]. The catalyst is CN(C=O)C.[Cu](I)I.C1C=CC(/C=C/C(/C=C/C2C=CC=CC=2)=O)=CC=1.C1C=CC(/C=C/C(/C=C/C2C=CC=CC=2)=O)=CC=1.C1C=CC(/C=C/C(/C=C/C2C=CC=CC=2)=O)=CC=1.[Pd].[Pd]. The product is [CH2:1]([O:3][C:4]([C:6]1[S:7][C:8]([C:22]#[C:21][C:20]([CH3:24])([CH3:23])[CH3:19])=[CH:9][CH:10]=1)=[O:5])[CH3:2]. The yield is 0.950. (3) The reactants are [Br:1][CH2:2][CH2:3][CH2:4][O:5][C:6]1[CH:48]=[CH:47][C:9]([CH2:10][NH:11][C:12]2[N:17]=[C:16]([O:18][CH2:19][C:20]([F:23])([F:22])[F:21])[N:15]=[C:14]([NH:24][C:25]3[CH:46]=[CH:45][C:28]([C:29]([NH:31][CH2:32][C:33]([CH3:44])([CH3:43])[CH2:34][NH:35]C(=O)OC(C)(C)C)=[O:30])=[CH:27][CH:26]=3)[N:13]=2)=[CH:8][C:7]=1[Cl:49].C(Cl)Cl.[F:53][C:54]([F:59])([F:58])[C:55]([OH:57])=[O:56]. The catalyst is CCOC(C)=O. The product is [F:53][C:54]([F:59])([F:58])[C:55]([OH:57])=[O:56].[NH2:35][CH2:34][C:33]([CH3:44])([CH3:43])[CH2:32][NH:31][C:29](=[O:30])[C:28]1[CH:45]=[CH:46][C:25]([NH:24][C:14]2[N:13]=[C:12]([NH:11][CH2:10][C:9]3[CH:47]=[CH:48][C:6]([O:5][CH2:4][CH2:3][CH2:2][Br:1])=[C:7]([Cl:49])[CH:8]=3)[N:17]=[C:16]([O:18][CH2:19][C:20]([F:21])([F:22])[F:23])[N:15]=2)=[CH:26][CH:27]=1. The yield is 1.00. (4) The reactants are C(OC([NH:8][C:9]1[CH:14]=[CH:13][N:12]=[CH:11][C:10]=1[NH:15][C:16](=[O:25])[C:17]1[CH:22]=[CH:21][C:20]([O:23][CH3:24])=[CH:19][CH:18]=1)=O)(C)(C)C.FC(F)(F)C(O)=O. The catalyst is C(Cl)Cl. The product is [CH3:24][O:23][C:20]1[CH:19]=[CH:18][C:17]([C:16]([NH:15][C:10]2[CH:11]=[N:12][CH:13]=[CH:14][C:9]=2[NH2:8])=[O:25])=[CH:22][CH:21]=1. The yield is 0.760.